From a dataset of Forward reaction prediction with 1.9M reactions from USPTO patents (1976-2016). Predict the product of the given reaction. (1) The product is: [C:1]([CH2:3][C:4]([N:6]1[CH2:10][CH2:9][CH2:8][C@@H:7]1[CH2:11][N:12]1[C:16]2[CH:17]=[CH:18][C:19]([CH:21]=[O:22])=[CH:20][C:15]=2[N:14]=[C:13]1[NH:23][C:24]([C:26]1[O:30][N:29]=[CH:28][CH:27]=1)=[O:25])=[O:5])#[N:2]. Given the reactants [C:1]([CH2:3][C:4]([N:6]1[CH2:10][CH2:9][CH2:8][C@@H:7]1[CH2:11][N:12]1[C:16]2[CH:17]=[CH:18][C:19]([CH2:21][OH:22])=[CH:20][C:15]=2[N:14]=[C:13]1[NH:23][C:24]([C:26]1[O:30][N:29]=[CH:28][CH:27]=1)=[O:25])=[O:5])#[N:2].CC(OI1(OC(C)=O)(OC(C)=O)OC(=O)C2C=CC=CC1=2)=O.C(Cl)Cl, predict the reaction product. (2) Given the reactants [Cl:1][C:2]1[CH:3]=[C:4]([CH:7]=[CH:8][CH:9]=1)[NH:5][CH3:6].C(=O)([O-])[O-].[Na+].[Na+].Br[CH2:17][C:18]([O:20][CH2:21][CH3:22])=[O:19], predict the reaction product. The product is: [CH2:21]([O:20][C:18](=[O:19])[CH2:17][N:5]([C:4]1[CH:7]=[CH:8][CH:9]=[C:2]([Cl:1])[CH:3]=1)[CH3:6])[CH3:22]. (3) Given the reactants C[O:2][C:3](=[O:34])[C@H:4]([CH2:13][C:14]1[CH:19]=[CH:18][CH:17]=[C:16]([O:20][CH2:21][C:22]([C:24]2[CH:33]=[CH:32][C:31]3[C:26](=[CH:27][CH:28]=[CH:29][CH:30]=3)[CH:25]=2)=O)[CH:15]=1)[NH:5][C:6]([O:8][C:9]([CH3:12])([CH3:11])[CH3:10])=[O:7], predict the reaction product. The product is: [C:9]([O:8][C:6]([NH:5][C@H:4]([C:3]([OH:34])=[O:2])[CH2:13][C:14]1[CH:19]=[CH:18][CH:17]=[C:16]([O:20][CH2:21][CH2:22][C:24]2[CH:33]=[CH:32][C:31]3[C:26](=[CH:27][CH:28]=[CH:29][CH:30]=3)[CH:25]=2)[CH:15]=1)=[O:7])([CH3:12])([CH3:10])[CH3:11]. (4) Given the reactants [NH2:1][C:2]1[C:7]([CH3:8])=[CH:6][CH:5]=[CH:4][N:3]=1.[Cl:9][C:10]1[S:11][C:12]([CH2:15]Cl)=[CH:13][N:14]=1.C(=O)(O)[O-].[Na+], predict the reaction product. The product is: [Cl:9][C:10]1[S:11][C:12]([CH2:15][NH:1][C:2]2[C:7]([CH3:8])=[CH:6][CH:5]=[CH:4][N:3]=2)=[CH:13][N:14]=1. (5) Given the reactants [CH2:1]([C@@H:5]1[NH:10][CH2:9][C@H:8]([CH2:11][CH:12]([CH3:14])[CH3:13])[NH:7][C:6]1=[O:15])[CH:2]([CH3:4])[CH3:3].[Cl:16][C:17]1[CH:22]=[CH:21][C:20]([C:23]2[CH:27]=[C:26]([C:28](O)=[O:29])[O:25][N:24]=2)=[CH:19][CH:18]=1.C([C@@H]1N(C(=O)/C=C/C2C=CC=CC=2)C[C@H](CC(C)C)NC1=O)C(C)C, predict the reaction product. The product is: [Cl:16][C:17]1[CH:18]=[CH:19][C:20]([C:23]2[CH:27]=[C:26]([C:28]([N:10]3[CH2:9][C@H:8]([CH2:11][CH:12]([CH3:14])[CH3:13])[NH:7][C:6](=[O:15])[C@@H:5]3[CH2:1][CH:2]([CH3:4])[CH3:3])=[O:29])[O:25][N:24]=2)=[CH:21][CH:22]=1. (6) The product is: [Cl:23][C:4]1[N:3]([CH2:17][CH2:18][O:19][C:20](=[O:22])[CH3:21])[C:2](=[O:1])[C:7]([NH:8][CH2:9][CH2:10][C:11]2[CH:16]=[CH:15][CH:14]=[CH:13][N:12]=2)=[N:6][CH:5]=1. Given the reactants [O:1]=[C:2]1[C:7]([NH:8][CH2:9][CH2:10][C:11]2[CH:16]=[CH:15][CH:14]=[CH:13][N:12]=2)=[N:6][CH:5]=[CH:4][N:3]1[CH2:17][CH2:18][O:19][C:20](=[O:22])[CH3:21].[Cl:23]N1C(=O)CCC1=O, predict the reaction product. (7) Given the reactants [CH3:1][O:2][C:3]1[N:8]=[C:7]([C:9]([NH2:11])=O)[CH:6]=[CH:5][CH:4]=1.C(N(CC)CC)C.C(OC(C(F)(F)F)=O)(C(F)(F)F)=O, predict the reaction product. The product is: [CH3:1][O:2][C:3]1[N:8]=[C:7]([C:9]#[N:11])[CH:6]=[CH:5][CH:4]=1.